Task: Predict the product of the given reaction.. Dataset: Forward reaction prediction with 1.9M reactions from USPTO patents (1976-2016) (1) Given the reactants [O:1]1[CH:6]=[CH:5][CH2:4][CH2:3][CH:2]1[C:7]([C:9]1[C:14]([N+:15]([O-])=O)=[C:13]([NH2:18])[N:12]=[C:11]([C:19]2[CH:24]=[CH:23][CH:22]=[C:21]([OH:25])[CH:20]=2)[N:10]=1)=[O:8].NN, predict the reaction product. The product is: [O:1]1[CH:6]=[CH:5][CH2:4][CH2:3][CH:2]1[C:7]([C:9]1[C:14]([NH2:15])=[C:13]([NH2:18])[N:12]=[C:11]([C:19]2[CH:24]=[CH:23][CH:22]=[C:21]([OH:25])[CH:20]=2)[N:10]=1)=[O:8]. (2) Given the reactants C([O:8][C@H:9]1[C@H:13]2[O:14][CH2:15][C@:10]1([CH2:24][O:25]CC1C=CC=CC=1)[O:11][C@H:12]2[N:16]1[CH:23]=[CH:22][C:20](=[O:21])[NH:19][C:17]1=[O:18])C1C=CC=CC=1, predict the reaction product. The product is: [OH:8][C@H:9]1[C@H:13]2[O:14][CH2:15][C@:10]1([CH2:24][OH:25])[O:11][C@H:12]2[N:16]1[CH:23]=[CH:22][C:20](=[O:21])[NH:19][C:17]1=[O:18]. (3) Given the reactants Cl.[F:2][C:3]1[CH:12]=[C:11]2[C:6]([CH2:7][CH2:8][NH:9][CH2:10]2)=[CH:5][C:4]=1[N+:13]([O-:15])=[O:14].C(N(CC)CC)C.[C:23](O[C:23]([O:25][C:26]([CH3:29])([CH3:28])[CH3:27])=[O:24])([O:25][C:26]([CH3:29])([CH3:28])[CH3:27])=[O:24], predict the reaction product. The product is: [F:2][C:3]1[CH:12]=[C:11]2[C:6]([CH2:7][CH2:8][N:9]([C:23]([O:25][C:26]([CH3:29])([CH3:28])[CH3:27])=[O:24])[CH2:10]2)=[CH:5][C:4]=1[N+:13]([O-:15])=[O:14]. (4) Given the reactants ClC1[N:3]=[C:4]2[C:9](=CC=1)N=[C:7]([C:12]1C=CC(C3(NC(=O)OC(C)(C)C)CCC3)=[CH:14][CH:13]=1)[C:6](C1C=CC=CC=1)=[CH:5]2.C([O-])(O)=O.[Na+], predict the reaction product. The product is: [CH3:9][CH:4]([NH2:3])[CH2:5][CH2:6][CH2:7][CH2:12][CH2:13][CH3:14].